This data is from Full USPTO retrosynthesis dataset with 1.9M reactions from patents (1976-2016). The task is: Predict the reactants needed to synthesize the given product. (1) The reactants are: [Cl:1][C:2]1[CH:7]=[C:6]([Cl:8])[CH:5]=[CH:4][C:3]=1[NH:9][CH2:10][C:11]([CH3:13])=O.[N:14]1([N:14]2[CH2:19][CH2:18][CH2:17][CH2:16][CH2:15]2)[CH2:19][CH2:18][C:17](=[O:21])[CH2:16][C:15]1=[O:21].O.[C:29]1(C)[CH:34]=[CH:33][C:32](S(O)(=O)=O)=[CH:31][CH:30]=1.C1(C)C=CC=CC=1. Given the product [CH:29]1([N:14]2[CH2:19][CH2:18][C:17]3[N:9]([C:3]4[CH:4]=[CH:5][C:6]([Cl:8])=[CH:7][C:2]=4[Cl:1])[CH:10]=[C:11]([CH3:13])[C:16]=3[C:15]2=[O:21])[CH2:34][CH2:33][CH2:32][CH2:31][CH2:30]1, predict the reactants needed to synthesize it. (2) Given the product [Br:8][CH2:45][CH2:44][CH2:43][C@@H:42]([C:47]([O:49][CH:50]1[CH2:54][CH2:53][CH2:52][CH2:51]1)=[O:48])[NH:41][C:39]([O:38][C:34]([CH3:37])([CH3:36])[CH3:35])=[O:40], predict the reactants needed to synthesize it. The reactants are: C1C(=O)N([Br:8])C(=O)C1.C1(P(C2C=CC=CC=2)C2C=CC=CC=2)C=CC=CC=1.N1C=CC=CC=1.[C:34]([O:38][C:39]([NH:41][C@H:42]([C:47]([O:49][CH:50]1[CH2:54][CH2:53][CH2:52][CH2:51]1)=[O:48])[CH2:43][CH2:44][CH2:45]O)=[O:40])([CH3:37])([CH3:36])[CH3:35]. (3) Given the product [NH2:14][C:15]1[CH:23]=[C:22]([CH3:24])[C:21]([Br:25])=[CH:20][C:16]=1[C:17]([NH:13][NH:12][C:5]1[CH:6]=[C:7]([C:8]#[N:9])[CH:10]=[CH:11][C:4]=1[S:3][CH2:1][CH3:2])=[O:18], predict the reactants needed to synthesize it. The reactants are: [CH2:1]([S:3][C:4]1[CH:11]=[CH:10][C:7]([C:8]#[N:9])=[CH:6][C:5]=1[NH:12][NH2:13])[CH3:2].[NH2:14][C:15]1[CH:23]=[C:22]([CH3:24])[C:21]([Br:25])=[CH:20][C:16]=1[C:17](O)=[O:18]. (4) Given the product [CH3:24][O:23][C:21](=[O:22])[CH2:20][C:19]([NH:1][C:2]1[C:7]([CH2:8][CH3:9])=[CH:6][CH:5]=[CH:4][C:3]=1[C:10](=[O:11])[C:12]1[CH:13]=[CH:14][CH:15]=[CH:16][CH:17]=1)=[O:25], predict the reactants needed to synthesize it. The reactants are: [NH2:1][C:2]1[C:7]([CH2:8][CH3:9])=[CH:6][CH:5]=[CH:4][C:3]=1[C:10]([C:12]1[CH:17]=[CH:16][CH:15]=[CH:14][CH:13]=1)=[O:11].Cl[C:19](=[O:25])[CH2:20][C:21]([O:23][CH3:24])=[O:22]. (5) Given the product [F:28][C:2]([F:1])([F:29])[C:3]1[CH:27]=[CH:26][C:6]([CH2:7][NH:8][C:9]2[CH:10]=[CH:11][C:12]([O:15][C:16]3[CH:25]=[CH:24][C:19]([C:20]([O:22][CH3:23])=[O:21])=[CH:18][CH:17]=3)=[N:13][CH:14]=2)=[CH:5][CH:4]=1, predict the reactants needed to synthesize it. The reactants are: [F:1][C:2]([F:29])([F:28])[C:3]1[CH:27]=[CH:26][C:6]([CH:7]=[N:8][C:9]2[CH:10]=[CH:11][C:12]([O:15][C:16]3[CH:25]=[CH:24][C:19]([C:20]([O:22][CH3:23])=[O:21])=[CH:18][CH:17]=3)=[N:13][CH:14]=2)=[CH:5][CH:4]=1.[BH4-].[Na+].